This data is from Full USPTO retrosynthesis dataset with 1.9M reactions from patents (1976-2016). The task is: Predict the reactants needed to synthesize the given product. (1) Given the product [NH:33]1[C:34]([C:35]2[CH:36]=[C:37]([NH:41][C:14]([C:11]3([CH3:17])[CH2:10][CH2:9][N:8]([C:6]([O:5][C:1]([CH3:2])([CH3:3])[CH3:4])=[O:7])[CH2:13][CH2:12]3)=[O:16])[CH:38]=[CH:39][CH:40]=2)=[N:30][N:31]=[N:32]1, predict the reactants needed to synthesize it. The reactants are: [C:1]([O:5][C:6]([N:8]1[CH2:13][CH2:12][C:11]([CH3:17])([C:14]([OH:16])=O)[CH2:10][CH2:9]1)=[O:7])([CH3:4])([CH3:3])[CH3:2].N1C=CC=CC=1.C(Cl)(=O)C(Cl)=O.[NH:30]1[C:34]([C:35]2[CH:36]=[C:37]([NH2:41])[CH:38]=[CH:39][CH:40]=2)=[N:33][N:32]=[N:31]1. (2) Given the product [CH:1]1([N:5]2[C:9]([C:20]3[C:25]([CH2:26][OH:27])=[CH:24][CH:23]=[CH:22][N:21]=3)=[CH:8][CH:7]=[N:6]2)[CH2:2][CH2:3][CH2:4]1, predict the reactants needed to synthesize it. The reactants are: [CH:1]1([N:5]2[C:9](B3OC(C)(C)C(C)(C)O3)=[CH:8][CH:7]=[N:6]2)[CH2:4][CH2:3][CH2:2]1.Br[C:20]1[C:25]([CH2:26][OH:27])=[CH:24][CH:23]=[CH:22][N:21]=1.C(=O)([O-])[O-].[Na+].[Na+].O1CCOCC1. (3) Given the product [S:1]1[C:5]2[CH:6]=[CH:7][CH:8]=[CH:9][C:4]=2[N:3]=[C:2]1[C:10]1[C:15](=[O:16])[NH:14][C:13]([NH:39][CH:35]2[CH2:38][CH2:37][CH2:36]2)=[N:12][C:11]=1[NH:22][C@H:23]1[C@H:27]2[C@H:26]([O:30][C:29]([CH3:31])([CH3:32])[O:28]2)[C@@H:25]([CH2:33][OH:34])[CH2:24]1, predict the reactants needed to synthesize it. The reactants are: [S:1]1[C:5]2[CH:6]=[CH:7][CH:8]=[CH:9][C:4]=2[N:3]=[C:2]1[C:10]1[C:11]([NH:22][C@H:23]2[C@@H:27]3[O:28][C:29]([CH3:32])([CH3:31])[O:30][C@@H:26]3[C@@H:25]([CH2:33][OH:34])[CH2:24]2)=[N:12][C:13](S(C)(=O)=O)=[N:14][C:15]=1[O:16]C.[CH:35]1([NH2:39])[CH2:38][CH2:37][CH2:36]1. (4) Given the product [CH2:15]([C:11]1([C:13]([OH:26])=[O:14])[CH2:12][CH:7]2[CH2:6][N:5]([C:3](=[O:4])[N:2]([CH3:1])[CH3:22])[CH2:9][CH:8]2[CH2:10]1)[C:16]1[CH:17]=[CH:18][CH:19]=[CH:20][CH:21]=1, predict the reactants needed to synthesize it. The reactants are: [CH3:1][N:2]([CH3:22])[C:3]([N:5]1[CH2:9][CH:8]2[CH2:10][C:11]([CH2:15][C:16]3[CH:21]=[CH:20][CH:19]=[CH:18][CH:17]=3)([CH:13]=[O:14])[CH2:12][CH:7]2[CH2:6]1)=[O:4].O.O.P([O-])(O)(O)=[O:26].[Na+].Cl([O-])=O.[Na+].CC(=CC)C. (5) Given the product [Cl:1][C:2]1[N:3]=[C:4]([CH2:24][F:32])[N:5]([C:17]2[CH:22]=[CH:21][C:20]([F:23])=[CH:19][CH:18]=2)[C:6]=1[C:7]1[C:8]([F:16])=[CH:9][C:10]([O:14][CH3:15])=[CH:11][C:12]=1[F:13], predict the reactants needed to synthesize it. The reactants are: [Cl:1][C:2]1[N:3]=[C:4]([CH2:24]O)[N:5]([C:17]2[CH:22]=[CH:21][C:20]([F:23])=[CH:19][CH:18]=2)[C:6]=1[C:7]1[C:12]([F:13])=[CH:11][C:10]([O:14][CH3:15])=[CH:9][C:8]=1[F:16].C(N(S(F)(F)[F:32])CC)C. (6) Given the product [NH2:8][C:9]1([CH3:23])[CH2:14][CH2:13][N:12]([C:15]2[CH:20]=[CH:19][C:18]([C:21]#[N:22])=[CH:17][N:16]=2)[CH2:11][CH2:10]1, predict the reactants needed to synthesize it. The reactants are: C(OC([NH:8][C:9]1([CH3:23])[CH2:14][CH2:13][N:12]([C:15]2[CH:20]=[CH:19][C:18]([C:21]#[N:22])=[CH:17][N:16]=2)[CH2:11][CH2:10]1)=O)(C)(C)C.Cl. (7) Given the product [CH3:1][O:2][C:3]([C:5]1[S:6][C:7]([C:30]#[C:31][C:32]([CH3:33])([CH3:35])[CH3:34])=[CH:8][C:9]=1[N:10]([C:11]([C@H:13]1[CH2:14][CH2:15][C@H:16]([CH3:19])[CH2:17][CH2:18]1)=[O:12])[CH:20]1[CH2:21][CH2:22][C:23](=[O:24])[CH2:28][CH2:29]1)=[O:4], predict the reactants needed to synthesize it. The reactants are: [CH3:1][O:2][C:3]([C:5]1[S:6][C:7]([C:30]#[C:31][C:32]([CH3:35])([CH3:34])[CH3:33])=[CH:8][C:9]=1[N:10]([CH:20]1[CH2:29][CH2:28][C:23]2(OCC[O:24]2)[CH2:22][CH2:21]1)[C:11]([C@H:13]1[CH2:18][CH2:17][C@H:16]([CH3:19])[CH2:15][CH2:14]1)=[O:12])=[O:4].Cl.O.